From a dataset of Forward reaction prediction with 1.9M reactions from USPTO patents (1976-2016). Predict the product of the given reaction. (1) Given the reactants [Br:1][C:2]1[CH:7]=[CH:6][C:5]([NH:8][C:9]2[C:14]([N+:15]([O-])=O)=[CH:13][N:12]=[C:11]([Cl:18])[N:10]=2)=[CH:4][CH:3]=1.[Sn](Cl)Cl.C(=O)([O-])[O-].[Na+].[Na+], predict the reaction product. The product is: [Br:1][C:2]1[CH:3]=[CH:4][C:5]([NH:8][C:9]2[C:14]([NH2:15])=[CH:13][N:12]=[C:11]([Cl:18])[N:10]=2)=[CH:6][CH:7]=1. (2) Given the reactants [H-].[Na+].[CH2:3]([N:5]([C:9]1[CH:28]=[CH:27][C:12]2[N:13]([CH2:20][CH:21]3CCCCO3)[C:14]([C:16]([OH:19])([CH3:18])[CH3:17])=[N:15][C:11]=2[CH:10]=1)[C:6](=[O:8])[CH3:7])[CH3:4].I[CH2:30]C.[CH2:32]1[CH2:36][O:35][CH2:34][CH2:33]1, predict the reaction product. The product is: [CH2:3]([N:5]([C:9]1[CH:28]=[CH:27][C:12]2[N:13]([CH2:20][CH:21]3[CH2:33][CH2:34][O:35][CH2:36][CH2:32]3)[C:14]([C:16]([O:19][CH3:30])([CH3:18])[CH3:17])=[N:15][C:11]=2[CH:10]=1)[C:6](=[O:8])[CH3:7])[CH3:4]. (3) Given the reactants [Br:1]Br.Cl.[O:4]1[C:8]2[CH:9]=[CH:10][C:11]([O:13][CH2:14][C@H:15]3[C@H:20]([C:21]4[CH:26]=[CH:25][C:24]([F:27])=[CH:23][CH:22]=4)[CH2:19][CH2:18][NH:17][CH2:16]3)=[CH:12][C:7]=2[O:6][CH2:5]1.O, predict the reaction product. The product is: [Br:1][C:10]1[C:11]([O:13][CH2:14][C@H:15]2[C@H:20]([C:21]3[CH:22]=[CH:23][C:24]([F:27])=[CH:25][CH:26]=3)[CH2:19][CH2:18][NH:17][CH2:16]2)=[CH:12][C:7]2[O:6][CH2:5][O:4][C:8]=2[CH:9]=1. (4) Given the reactants [F:1][C:2](F)([F:14])[CH2:3][O:4][C:5]1[N:10]=[CH:9][C:8]([CH:11]([NH2:13])[CH3:12])=[CH:7][CH:6]=1.ClC1C=CC(C#N)=CN=1.FC(F)CO, predict the reaction product. The product is: [F:14][CH:2]([F:1])[CH2:3][O:4][C:5]1[N:10]=[CH:9][C:8]([CH:11]([NH2:13])[CH3:12])=[CH:7][CH:6]=1. (5) Given the reactants [CH3:1][N:2]([CH2:13][C:14]1[N:18]([CH2:19][C@H:20]2[CH2:25][CH2:24][CH2:23][N:22]([CH2:26][C:27]3[CH:32]=[CH:31][CH:30]=[CH:29]N=3)[CH2:21]2)[C:17]2[CH:33]=[CH:34][CH:35]=[CH:36][C:16]=2[N:15]=1)[C@@H:3]1[C:12]2[N:11]=[CH:10][CH:9]=[CH:8][C:7]=2[CH2:6][CH2:5][CH2:4]1.[CH3:37]N(CC1N(C[C@H]2CCCNC2)C2C=CC=CC=2N=1)[C@@H]1C2N=CC=CC=2CCC1.C(=O)C1C=CC=CC=1, predict the reaction product. The product is: [CH3:1][N:2]([CH2:13][C:14]1[N:18]([CH2:19][C@H:20]2[CH2:25][CH2:24][CH2:23][N:22]([CH2:26][C:27]3[CH:32]=[CH:31][CH:30]=[CH:29][CH:37]=3)[CH2:21]2)[C:17]2[CH:33]=[CH:34][CH:35]=[CH:36][C:16]=2[N:15]=1)[C@@H:3]1[C:12]2[N:11]=[CH:10][CH:9]=[CH:8][C:7]=2[CH2:6][CH2:5][CH2:4]1. (6) The product is: [N:1]1[CH:2]=[CH:3][N:4]2[C:9]=1[CH:8]=[CH:7][C:6]([C:10]1[CH:11]=[C:12]([C:16](=[O:18])[CH2:17][CH2:19][CH:20]([CH3:23])[CH3:21])[CH:13]=[CH:14][CH:15]=1)=[N:5]2. Given the reactants [N:1]1[CH:2]=[CH:3][N:4]2[C:9]=1[CH:8]=[CH:7][C:6]([C:10]1[CH:11]=[C:12]([C:16](=[O:18])[CH3:17])[CH:13]=[CH:14][CH:15]=1)=[N:5]2.[CH3:19][CH:20]([CH3:23])[CH2:21]O.C1(P(C2C=CC=CC=2)C2C=CC=CC=2)C=CC=CC=1.[OH-].[K+], predict the reaction product.